Dataset: Forward reaction prediction with 1.9M reactions from USPTO patents (1976-2016). Task: Predict the product of the given reaction. (1) Given the reactants [CH3:1][CH:2]1[O:6][C:5](=[S:7])[N:4]([CH2:8][C:9]2[CH:14]=[CH:13][CH:12]=[CH:11][C:10]=2[NH2:15])[CH2:3]1.C(N(CC)CC)C.[F:23][C:24]([F:37])([F:36])[S:25](O[S:25]([C:24]([F:37])([F:36])[F:23])(=[O:27])=[O:26])(=[O:27])=[O:26], predict the reaction product. The product is: [CH3:1][CH:2]1[O:6][C:5](=[S:7])[N:4]([CH2:8][C:9]2[CH:14]=[CH:13][CH:12]=[CH:11][C:10]=2[NH:15][S:25]([C:24]([F:37])([F:36])[F:23])(=[O:27])=[O:26])[CH2:3]1. (2) The product is: [NH:21]1[C:22]2[C:18](=[CH:17][C:16]([NH:15][C:14]3[C:9]4[C:6]5[CH2:7][CH2:8][CH:3]([CH2:2][NH:1][S:29]([CH:27]([CH3:28])[CH3:26])(=[O:31])=[O:30])[CH2:4][C:5]=5[S:25][C:10]=4[N:11]=[CH:12][N:13]=3)=[CH:24][CH:23]=2)[CH:19]=[N:20]1. Given the reactants [NH2:1][CH2:2][CH:3]1[CH2:8][CH2:7][C:6]2[C:9]3[C:14]([NH:15][C:16]4[CH:17]=[C:18]5[C:22](=[CH:23][CH:24]=4)[NH:21][N:20]=[CH:19]5)=[N:13][CH:12]=[N:11][C:10]=3[S:25][C:5]=2[CH2:4]1.[CH3:26][CH:27]([S:29](Cl)(=[O:31])=[O:30])[CH3:28], predict the reaction product.